Predict the reactants needed to synthesize the given product. From a dataset of Full USPTO retrosynthesis dataset with 1.9M reactions from patents (1976-2016). (1) Given the product [Cl:30][CH2:31][CH2:32][N:33]([CH2:21][C:18]1[CH:19]=[CH:20][N:16]2[C:17]=1[C:12]([NH:11][C:6]1[CH:7]=[CH:8][C:9]([F:10])=[C:4]([Cl:3])[CH:5]=1)=[N:13][CH:14]=[N:15]2)[CH2:34][CH2:35][Cl:36], predict the reactants needed to synthesize it. The reactants are: Cl.[Br-].[Cl:3][C:4]1[CH:5]=[C:6]([NH:11][C:12]2[C:17]3=[C:18]([CH2:21][N+](CC)(CC)CC)[CH:19]=[CH:20][N:16]3[N:15]=[CH:14][N:13]=2)[CH:7]=[CH:8][C:9]=1[F:10].Cl.[Cl:30][CH2:31][CH2:32][NH:33][CH2:34][CH2:35][Cl:36].CCN(C(C)C)C(C)C. (2) The reactants are: Cl.[NH:2]1[CH2:6][CH2:5][CH:4]([OH:7])[CH2:3]1.[Br:8][C:9]1[CH:10]=[C:11]([N:15]2[C:23]3[C:18](=[CH:19][C:20]([CH2:24]Cl)=[CH:21][CH:22]=3)[C:17]([C:26]([O:28][CH3:29])=[O:27])=[N:16]2)[CH:12]=[CH:13][CH:14]=1.C(N(CC)CC)C. Given the product [Br:8][C:9]1[CH:10]=[C:11]([N:15]2[C:23]3[C:18](=[CH:19][C:20]([CH2:24][N:2]4[CH2:6][CH2:5][CH:4]([OH:7])[CH2:3]4)=[CH:21][CH:22]=3)[C:17]([C:26]([O:28][CH3:29])=[O:27])=[N:16]2)[CH:12]=[CH:13][CH:14]=1, predict the reactants needed to synthesize it. (3) Given the product [CH3:1][N:2]1[CH2:7][CH2:6][CH:5]([NH:16][CH2:15][C:11]2[N:10]([CH3:9])[CH:14]=[CH:13][CH:12]=2)[CH2:4][CH2:3]1, predict the reactants needed to synthesize it. The reactants are: [CH3:1][N:2]1[CH2:7][CH2:6][C:5](=O)[CH2:4][CH2:3]1.[CH3:9][N:10]1[CH:14]=[CH:13][CH:12]=[C:11]1[CH2:15][NH2:16]. (4) The reactants are: [N:1]([C@H:4]1[C:13]2[C:8](=[CH:9][C:10]([CH2:14][OH:15])=[CH:11][CH:12]=2)[O:7][CH2:6][CH2:5]1)=[N+:2]=[N-:3]. Given the product [N:1]([C@H:4]1[C:13]2[C:8](=[CH:9][C:10]([CH:14]=[O:15])=[CH:11][CH:12]=2)[O:7][CH2:6][CH2:5]1)=[N+:2]=[N-:3], predict the reactants needed to synthesize it. (5) Given the product [Cl:1][C:2]1[N:3]=[C:4]([N:14]2[CH2:19][CH2:18][O:17][CH2:16][CH2:15]2)[C:5]2[S:10][C:9]([CH2:11][N:12]([CH:27]3[CH2:28][CH2:29][N:24]([CH2:23][CH2:22][O:21][CH3:20])[CH2:25][CH2:26]3)[CH3:13])=[CH:8][C:6]=2[N:7]=1, predict the reactants needed to synthesize it. The reactants are: [Cl:1][C:2]1[N:3]=[C:4]([N:14]2[CH2:19][CH2:18][O:17][CH2:16][CH2:15]2)[C:5]2[S:10][C:9]([CH2:11][NH:12][CH3:13])=[CH:8][C:6]=2[N:7]=1.[CH3:20][O:21][CH2:22][CH2:23][N:24]1[CH2:29][CH2:28][C:27](=O)[CH2:26][CH2:25]1.